Dataset: Full USPTO retrosynthesis dataset with 1.9M reactions from patents (1976-2016). Task: Predict the reactants needed to synthesize the given product. (1) Given the product [F:56][C:47]1[C:46]([O:45][C:39]2[C:38]3[C:43](=[CH:44][C:35]([O:34][CH2:33][CH2:32][CH2:31][N:21]4[CH2:22][CH2:23][N:18]([CH2:15][C:16]#[CH:17])[CH2:19][CH2:20]4)=[C:36]([O:57][CH3:58])[CH:37]=3)[N:42]=[CH:41][N:40]=2)=[CH:54][CH:53]=[C:52]2[C:48]=1[CH:49]=[C:50]([CH3:55])[NH:51]2, predict the reactants needed to synthesize it. The reactants are: OC(C(F)(F)F)=O.OC(C(F)(F)F)=O.[CH2:15]([N:18]1[CH2:23][CH2:22][NH:21][CH2:20][CH2:19]1)[C:16]#[CH:17].C(=O)([O-])[O-].[K+].[K+].Br[CH2:31][CH2:32][CH2:33][O:34][C:35]1[CH:44]=[C:43]2[C:38]([C:39]([O:45][C:46]3[C:47]([F:56])=[C:48]4[C:52](=[CH:53][CH:54]=3)[NH:51][C:50]([CH3:55])=[CH:49]4)=[N:40][CH:41]=[N:42]2)=[CH:37][C:36]=1[O:57][CH3:58]. (2) Given the product [CH3:1][O:2][C:3]1[C:16]2[C:15]3[NH:14][CH2:13][CH2:12][CH2:11][C:10]=3[C:9](=[O:17])[N:8]([CH2:18][O:19][CH3:20])[C:7]=2[CH:6]=[C:5]([CH2:21][N:22]([CH3:29])[N:23]2[CH2:24][CH2:25][O:26][CH2:27][CH2:28]2)[CH:4]=1, predict the reactants needed to synthesize it. The reactants are: [CH3:1][O:2][C:3]1[C:16]2[C:15]3[NH:14][CH2:13][CH2:12][CH2:11][C:10]=3[C:9](=[O:17])[N:8]([CH2:18][O:19][CH3:20])[C:7]=2[CH:6]=[C:5]([CH2:21][NH:22][N:23]2[CH2:28][CH2:27][O:26][CH2:25][CH2:24]2)[CH:4]=1.[C:29](=O)([O-])[O-].[K+].[K+].IC.